From a dataset of Peptide-MHC class I binding affinity with 185,985 pairs from IEDB/IMGT. Regression. Given a peptide amino acid sequence and an MHC pseudo amino acid sequence, predict their binding affinity value. This is MHC class I binding data. (1) The peptide sequence is ADAGFMKQY. The MHC is HLA-A26:01 with pseudo-sequence HLA-A26:01. The binding affinity (normalized) is 0. (2) The peptide sequence is DLEKYNLAF. The MHC is HLA-A02:16 with pseudo-sequence HLA-A02:16. The binding affinity (normalized) is 0.0847. (3) The peptide sequence is THLGPQFCK. The MHC is HLA-A11:01 with pseudo-sequence HLA-A11:01. The binding affinity (normalized) is 0.478. (4) The binding affinity (normalized) is 0.0847. The peptide sequence is PSKKHWLGK. The MHC is HLA-B08:01 with pseudo-sequence HLA-B08:01. (5) The binding affinity (normalized) is 0.0357. The peptide sequence is SCQGSDDIR. The MHC is HLA-A31:01 with pseudo-sequence HLA-A31:01. (6) The peptide sequence is PCPKPHRLNH. The MHC is HLA-A03:01 with pseudo-sequence HLA-A03:01. The binding affinity (normalized) is 0. (7) The peptide sequence is GVPPKVVSY. The MHC is HLA-A02:11 with pseudo-sequence HLA-A02:11. The binding affinity (normalized) is 0.0847. (8) The peptide sequence is DEISLLLAS. The MHC is HLA-A02:03 with pseudo-sequence HLA-A02:03. The binding affinity (normalized) is 0.0847. (9) The peptide sequence is RVRQAWDTL. The MHC is HLA-B46:01 with pseudo-sequence HLA-B46:01. The binding affinity (normalized) is 0.0847.